This data is from Peptide-MHC class I binding affinity with 185,985 pairs from IEDB/IMGT. The task is: Regression. Given a peptide amino acid sequence and an MHC pseudo amino acid sequence, predict their binding affinity value. This is MHC class I binding data. (1) The peptide sequence is ALIFYIPF. The MHC is H-2-Kb with pseudo-sequence H-2-Kb. The binding affinity (normalized) is 0.373. (2) The peptide sequence is ALVEICTEM. The MHC is HLA-B08:01 with pseudo-sequence HLA-B08:01. The binding affinity (normalized) is 0. (3) The peptide sequence is QIDKNKLYL. The MHC is HLA-A01:01 with pseudo-sequence HLA-A01:01. The binding affinity (normalized) is 0.0602. (4) The peptide sequence is RRHWGGNVL. The MHC is HLA-B40:01 with pseudo-sequence HLA-B40:01. The binding affinity (normalized) is 0.0139. (5) The peptide sequence is LRKRLRLIHLL. The MHC is Mamu-B08 with pseudo-sequence Mamu-B08. The binding affinity (normalized) is 0.764. (6) The peptide sequence is GTVPTDNPF. The MHC is HLA-B51:01 with pseudo-sequence HLA-B51:01. The binding affinity (normalized) is 0.0847. (7) The peptide sequence is AFHQLVQVI. The MHC is HLA-B57:01 with pseudo-sequence HLA-B57:01. The binding affinity (normalized) is 0.0847. (8) The binding affinity (normalized) is 0.137. The MHC is HLA-A68:01 with pseudo-sequence HLA-A68:01. The peptide sequence is LLNVTYNIK. (9) The peptide sequence is RRPVVTAH. The MHC is Mamu-B08 with pseudo-sequence Mamu-B08. The binding affinity (normalized) is 0.181. (10) The binding affinity (normalized) is 0.0847. The MHC is HLA-A69:01 with pseudo-sequence HLA-A69:01. The peptide sequence is FMGRLGPEY.